Dataset: Full USPTO retrosynthesis dataset with 1.9M reactions from patents (1976-2016). Task: Predict the reactants needed to synthesize the given product. (1) Given the product [CH3:1][N:2]([CH:3]1[C:12]2[C:7](=[CH:8][CH:9]=[CH:10][CH:11]=2)[CH2:6][CH2:5][CH2:4]1)[C:40]([C:38]1[N:39]=[C:35]([CH:32]2[CH2:33][CH2:34][N:29]([C:27](=[O:28])[CH2:26][N:25]3[C:21]([CH3:20])=[CH:22][C:23]([C:43]([F:44])([F:46])[F:45])=[N:24]3)[CH2:30][CH2:31]2)[S:36][CH:37]=1)=[O:41], predict the reactants needed to synthesize it. The reactants are: [CH3:1][NH:2][CH:3]1[C:12]2[C:7](=[CH:8][CH:9]=[CH:10][CH:11]=2)[CH2:6][CH2:5][CH2:4]1.C(N(CC)CC)C.[CH3:20][C:21]1[N:25]([CH2:26][C:27]([N:29]2[CH2:34][CH2:33][CH:32]([C:35]3[S:36][CH:37]=[C:38]([C:40](Cl)=[O:41])[N:39]=3)[CH2:31][CH2:30]2)=[O:28])[N:24]=[C:23]([C:43]([F:46])([F:45])[F:44])[CH:22]=1. (2) Given the product [CH3:14][O:15][C:16](=[O:19])[CH2:17][NH:18][C:10](=[O:12])[CH2:9][NH:8][C:6]([O:5][C:1]([CH3:2])([CH3:3])[CH3:4])=[O:7], predict the reactants needed to synthesize it. The reactants are: [C:1]([O:5][C:6]([NH:8][CH2:9][C:10]([OH:12])=O)=[O:7])([CH3:4])([CH3:3])[CH3:2].Cl.[CH3:14][O:15][C:16](=[O:19])[CH2:17][NH2:18].C(N(CC)C(C)C)(C)C.C1C=C2N=NN(O)C2=CC=1.O.CCN=C=NCCCN(C)C.Cl. (3) Given the product [Cl:1][C:2]1[CH:3]=[C:4]2[C:14](=[CH:15][CH:16]=1)[C:7]1([CH2:11][CH2:10][NH:9][CH2:8]1)[CH2:6][CH2:5]2, predict the reactants needed to synthesize it. The reactants are: [Cl:1][C:2]1[CH:3]=[C:4]2[C:14](=[CH:15][CH:16]=1)[C:7]1([CH2:11][C:10](=O)[NH:9][C:8]1=O)[CH2:6][CH2:5]2.